This data is from Reaction yield outcomes from USPTO patents with 853,638 reactions. The task is: Predict the reaction yield, written as a fraction of the theoretical maximum amount of product (1.0 means a 100% yield; for example, 0.34 means a 34% yield). The reactants are Br[C:2]1[CH:7]=[CH:6][C:5]([Br:8])=[CH:4][N:3]=1.[N:9]1([C:15]([O:17][C:18]([CH3:21])([CH3:20])[CH3:19])=[O:16])[CH2:14][CH2:13][NH:12][CH2:11][CH2:10]1.C(=O)([O-])[O-].[Na+].[Na+]. The catalyst is CN1CCCC1=O. The product is [C:18]([O:17][C:15]([N:9]1[CH2:14][CH2:13][N:12]([C:2]2[CH:7]=[CH:6][C:5]([Br:8])=[CH:4][N:3]=2)[CH2:11][CH2:10]1)=[O:16])([CH3:21])([CH3:19])[CH3:20]. The yield is 0.710.